Predict the reactants needed to synthesize the given product. From a dataset of Full USPTO retrosynthesis dataset with 1.9M reactions from patents (1976-2016). (1) The reactants are: [C:1]([C:3]1([C:7]2[CH:8]=[C:9]([CH:14]=[CH:15][CH:16]=2)[C:10]([O:12]C)=[O:11])[CH2:6][CH2:5][CH2:4]1)#[N:2].[OH-].[Li+].O1CCCC1.CO. Given the product [C:1]([C:3]1([C:7]2[CH:8]=[C:9]([CH:14]=[CH:15][CH:16]=2)[C:10]([OH:12])=[O:11])[CH2:4][CH2:5][CH2:6]1)#[N:2], predict the reactants needed to synthesize it. (2) Given the product [CH3:11][C:12]1[CH:17]=[CH:16][C:15]([S:18]([O:21][CH2:22][CH:23]2[O:28][C:27]3=[C:29]4[C:30](=[CH:31][CH:32]=[C:26]3[O:25][CH2:24]2)[NH:33][C:35]([CH3:36])=[CH:34]4)(=[O:20])=[O:19])=[CH:14][CH:13]=1, predict the reactants needed to synthesize it. The reactants are: C1(=O)C=CC(=O)C=C1.[Cl-].[Li+].[CH3:11][C:12]1[CH:17]=[CH:16][C:15]([S:18]([O:21][CH2:22][C@@H:23]2[O:28][C:27]3[C:29]([CH2:34][CH:35]=[CH2:36])=[C:30]([NH2:33])[CH:31]=[CH:32][C:26]=3[O:25][CH2:24]2)(=[O:20])=[O:19])=[CH:14][CH:13]=1. (3) Given the product [C:18]([O:17][C:13]([NH:14][NH:15][C:5](=[O:7])[C:4]1[CH:8]=[CH:9][C:10]([O:11][CH3:12])=[C:2]([OH:1])[CH:3]=1)=[O:16])([CH3:21])([CH3:20])[CH3:19], predict the reactants needed to synthesize it. The reactants are: [OH:1][C:2]1[CH:3]=[C:4]([CH:8]=[CH:9][C:10]=1[O:11][CH3:12])[C:5]([OH:7])=O.[C:13]([O:17][C:18]([CH3:21])([CH3:20])[CH3:19])(=[O:16])[NH:14][NH2:15].C(Cl)CCl.C1C=CC2N(O)N=NC=2C=1.CN1CCOCC1. (4) Given the product [CH2:18]([C:11]1[CH:10]=[C:9]([C:20](=[O:22])[CH3:21])[C:8]([C:4]2[CH:5]=[CH:6][CH:7]=[C:2]([F:1])[CH:3]=2)=[C:17]2[C:12]=1[CH:13]=[CH:14][CH:15]=[N:16]2)[CH3:19], predict the reactants needed to synthesize it. The reactants are: [F:1][C:2]1[CH:3]=[C:4]([C:8]2[C:9]([C:20](=[O:22])[CH3:21])=[CH:10][C:11]([CH:18]=[CH2:19])=[C:12]3[C:17]=2[N:16]=[CH:15][CH:14]=[CH:13]3)[CH:5]=[CH:6][CH:7]=1.[H][H]. (5) Given the product [Cl:13][C:14]1[C:19]([F:20])=[C:18]([CH:17]=[C:16]([C:21]([F:24])([F:22])[F:23])[CH:15]=1)[C:29]([OH:31])=[O:30], predict the reactants needed to synthesize it. The reactants are: C(NC(C)C)(C)C.[Li]CCCC.[Cl:13][C:14]1[CH:15]=[C:16]([C:21]([F:24])([F:23])[F:22])[CH:17]=[CH:18][C:19]=1[F:20].CC(C)=O.[C:29](=[O:31])=[O:30].C(=O)=O.Cl.CC1CCCCC1. (6) Given the product [NH2:1][C@H:2]([C:11]([OH:13])=[O:12])[CH2:3][CH2:4][CH2:5][CH2:6][NH:7][N:8]=[N+:9]=[N-:10], predict the reactants needed to synthesize it. The reactants are: [NH:1](C(OC(C)(C)C)=O)[C@H:2]([C:11]([OH:13])=[O:12])[CH2:3][CH2:4][CH2:5][CH2:6][NH:7][N:8]=[N+:9]=[N-:10].C(O)(C(F)(F)F)=O. (7) Given the product [F:24][C:16]([F:25])([C:17]1[CH:22]=[CH:21][C:20]([F:23])=[CH:19][CH:18]=1)[C:15]1[N:2]=[C:1]([OH:3])[C:4]2[C:5](=[CH:6][C:7]([C:8]([O:10][CH3:11])=[O:9])=[CH:12][CH:13]=2)[N:14]=1, predict the reactants needed to synthesize it. The reactants are: [C:1]([C:4]1[CH:13]=[CH:12][C:7]([C:8]([O:10][CH3:11])=[O:9])=[CH:6][C:5]=1[NH:14][C:15](=O)[C:16]([F:25])([F:24])[C:17]1[CH:22]=[CH:21][C:20]([F:23])=[CH:19][CH:18]=1)(=[O:3])[NH2:2].C(N(CC)CC)C.C[Si](Cl)(C)C. (8) Given the product [CH3:1][N:2]([C:13]1[CH:14]=[CH:15][C:16]([C@H:19]2[N:27]3[C@@H:22]([CH2:23][CH2:24][CH2:25][CH2:26]3)[CH2:21][CH2:20]2)=[CH:17][CH:18]=1)[CH2:3][CH2:4][CH2:5][CH:25]1[CH2:24][CH2:23][CH2:22][NH:27][CH2:26]1, predict the reactants needed to synthesize it. The reactants are: [CH3:1][N:2]([C:13]1[CH:18]=[CH:17][C:16]([C@H:19]2[N:27]3[C@@H:22]([CH2:23][CH2:24][CH2:25][CH2:26]3)[CH2:21][CH2:20]2)=[CH:15][CH:14]=1)[C:3](=O)[CH:4]=[CH:5]N1CCCCC1.B.